From a dataset of Full USPTO retrosynthesis dataset with 1.9M reactions from patents (1976-2016). Predict the reactants needed to synthesize the given product. Given the product [CH:23]1([C@@H:16]([C:12]2[CH:13]=[CH:14][CH:15]=[C:10]([O:9][CH2:8][C:6]3[CH:5]=[N:4][C:3]([C:26]4[CH:31]=[C:30]([O:32][CH3:33])[CH:29]=[CH:28][C:27]=4[F:34])=[C:2]([O:39][CH2:38][CH2:37][C:36]([F:41])([F:40])[F:35])[N:7]=3)[CH:11]=2)[CH2:17][C:18]([OH:20])=[O:19])[CH2:24][CH2:25]1, predict the reactants needed to synthesize it. The reactants are: Cl[C:2]1[N:7]=[C:6]([CH2:8][O:9][C:10]2[CH:11]=[C:12]([C@H:16]([CH:23]3[CH2:25][CH2:24]3)[CH2:17][C:18]([O:20]CC)=[O:19])[CH:13]=[CH:14][CH:15]=2)[CH:5]=[N:4][C:3]=1[C:26]1[CH:31]=[C:30]([O:32][CH3:33])[CH:29]=[CH:28][C:27]=1[F:34].[F:35][C:36]([F:41])([F:40])[CH2:37][CH2:38][OH:39].[H-].[Na+].